Dataset: Forward reaction prediction with 1.9M reactions from USPTO patents (1976-2016). Task: Predict the product of the given reaction. Given the reactants I[C:2]1[CH:19]=[CH:18][CH:17]=[CH:16][C:3]=1[CH2:4][CH2:5][C:6]1[NH:10][N:9]=[C:8]([C:11]([O:13][CH2:14][CH3:15])=[O:12])[CH:7]=1.C(=O)([O-])[O-].[K+].[K+].CNCCNC, predict the reaction product. The product is: [N:9]1[N:10]2[C:16]3[C:3]([CH2:4][CH2:5][C:6]2=[CH:7][C:8]=1[C:11]([O:13][CH2:14][CH3:15])=[O:12])=[CH:2][CH:19]=[CH:18][CH:17]=3.